Dataset: Catalyst prediction with 721,799 reactions and 888 catalyst types from USPTO. Task: Predict which catalyst facilitates the given reaction. Reactant: [CH2:1]([O:8][CH2:9][C:10]#[C:11][CH2:12][C@H:13]([OH:23])[CH2:14][O:15][C:16]1[CH:21]=[CH:20][C:19]([F:22])=[CH:18][CH:17]=1)[C:2]1[CH:7]=[CH:6][CH:5]=[CH:4][CH:3]=1.C(N(C(C)C)C(C)C)C.[CH3:33][O:34][CH2:35][CH2:36][O:37][CH2:38]Cl. Product: [CH2:1]([O:8][CH2:9][C:10]#[C:11][CH2:12][C@H:13]([O:23][CH2:33][O:34][CH2:35][CH2:36][O:37][CH3:38])[CH2:14][O:15][C:16]1[CH:17]=[CH:18][C:19]([F:22])=[CH:20][CH:21]=1)[C:2]1[CH:7]=[CH:6][CH:5]=[CH:4][CH:3]=1. The catalyst class is: 2.